The task is: Regression. Given a peptide amino acid sequence and an MHC pseudo amino acid sequence, predict their binding affinity value. This is MHC class II binding data.. This data is from Peptide-MHC class II binding affinity with 134,281 pairs from IEDB. The peptide sequence is PRFLWQPKRECHF. The MHC is DRB1_0101 with pseudo-sequence DRB1_0101. The binding affinity (normalized) is 0.0745.